Dataset: Reaction yield outcomes from USPTO patents with 853,638 reactions. Task: Predict the reaction yield, written as a fraction of the theoretical maximum amount of product (1.0 means a 100% yield; for example, 0.34 means a 34% yield). (1) The reactants are [CH2:1]([C:5]1[N:6]=[C:7]2[C:16]([N:17]([CH2:27][C:28]3[CH:33]=[CH:32][C:31]([O:34][CH3:35])=[CH:30][CH:29]=3)[CH2:18][C:19]3[CH:24]=[CH:23][C:22]([O:25][CH3:26])=[CH:21][CH:20]=3)=[N:15][C:14]3[C:9](=[CH:10][CH:11]=[CH:12][CH:13]=3)[N:8]2[CH:36]=1)[CH:2]([CH3:4])[CH3:3].C([Li])CCC.[O:42]1[C:44]([CH3:46])([CH3:45])[CH2:43]1. The catalyst is O1CCCC1. The product is [CH3:26][O:25][C:22]1[CH:23]=[CH:24][C:19]([CH2:18][N:17]([CH2:27][C:28]2[CH:33]=[CH:32][C:31]([O:34][CH3:35])=[CH:30][CH:29]=2)[C:16]2[C:7]3[N:8]([C:36]([CH2:43][C:44]([CH3:46])([OH:42])[CH3:45])=[C:5]([CH2:1][CH:2]([CH3:4])[CH3:3])[N:6]=3)[C:9]3[C:14]([N:15]=2)=[CH:13][CH:12]=[CH:11][CH:10]=3)=[CH:20][CH:21]=1. The yield is 0.190. (2) The reactants are O=[CH:2][C:3]1[CH:11]=[CH:10][C:8]([OH:9])=[C:5]([O:6][CH3:7])[CH:4]=1.C1(P(C2C=CC=CC=2)(C2C=CC=CC=2)=[CH:19][C:20]([O:22][CH2:23][CH3:24])=[O:21])C=CC=CC=1. The catalyst is C(Cl)(Cl)Cl. The product is [OH:9][C:8]1[CH:10]=[CH:11][C:3](/[CH:2]=[CH:19]/[C:20]([O:22][CH2:23][CH3:24])=[O:21])=[CH:4][C:5]=1[O:6][CH3:7]. The yield is 0.850. (3) The reactants are [Cl:1][C:2]1[CH:7]=[CH:6][C:5]([C:8]2[C:14]3[CH:15]=[C:16]([O:19][CH3:20])[CH:17]=[CH:18][C:13]=3[N:12]3[C:21]([CH3:24])=[N:22][N:23]=[C:11]3[C@H:10]([CH2:25][C:26]([NH:28][CH2:29][C:30]([O:32]C)=[O:31])=[O:27])[N:9]=2)=[CH:4][CH:3]=1.O.[OH-].[K+]. The catalyst is C(O)C. The product is [Cl:1][C:2]1[CH:3]=[CH:4][C:5]([C:8]2[C:14]3[CH:15]=[C:16]([O:19][CH3:20])[CH:17]=[CH:18][C:13]=3[N:12]3[C:21]([CH3:24])=[N:22][N:23]=[C:11]3[C@H:10]([CH2:25][C:26]([NH:28][CH2:29][C:30]([OH:32])=[O:31])=[O:27])[N:9]=2)=[CH:6][CH:7]=1. The yield is 0.900.